The task is: Predict the reactants needed to synthesize the given product.. This data is from Full USPTO retrosynthesis dataset with 1.9M reactions from patents (1976-2016). Given the product [Cl:1][C:2]1[N:3]=[C:4]2[CH:12]=[C:11]([I:13])[CH:10]=[N:9][C:5]2=[N:6][C:7]=1[N:19]1[CH2:18][CH2:17][N:16]2[CH2:20][CH2:21][CH2:22][CH:15]2[CH2:14]1, predict the reactants needed to synthesize it. The reactants are: [Cl:1][C:2]1[N:3]=[C:4]2[CH:12]=[C:11]([I:13])[CH:10]=[N:9][C:5]2=[N:6][C:7]=1Cl.[CH2:14]1[NH:19][CH2:18][CH2:17][N:16]2[CH2:20][CH2:21][CH2:22][CH:15]12.